Dataset: Full USPTO retrosynthesis dataset with 1.9M reactions from patents (1976-2016). Task: Predict the reactants needed to synthesize the given product. The reactants are: Cl[C:2]1[C:7]([Cl:8])=[CH:6][CH:5]=[CH:4][C:3]=1[N+:9]([O-:11])=[O:10].[C:12]([NH2:16])([CH3:15])([CH3:14])[CH3:13]. Given the product [C:12]([NH:16][C:2]1[C:3]([N+:9]([O-:11])=[O:10])=[CH:4][CH:5]=[CH:6][C:7]=1[Cl:8])([CH3:15])([CH3:14])[CH3:13], predict the reactants needed to synthesize it.